Task: Predict the product of the given reaction.. Dataset: Forward reaction prediction with 1.9M reactions from USPTO patents (1976-2016) (1) The product is: [CH2:11]([N:7]1[C:8]2[C:4](=[CH:3][C:2]([F:1])=[CH:10][CH:9]=2)[CH2:5][C:6]1=[O:18])[C:12]1[CH:17]=[CH:16][CH:15]=[CH:14][CH:13]=1. Given the reactants [F:1][C:2]1[CH:3]=[C:4]2[C:8](=[CH:9][CH:10]=1)[N:7]([CH2:11][C:12]1[CH:17]=[CH:16][CH:15]=[CH:14][CH:13]=1)[C:6](=[O:18])[C:5]2=O.CCOCC, predict the reaction product. (2) Given the reactants [Br:1][C:2]1[CH:9]=[CH:8][C:5]([CH2:6]Br)=[CH:4][CH:3]=1.[OH:10][CH2:11][C:12]1[CH:13]=[C:14](B(O)O)[CH:15]=[CH:16][CH:17]=1.C(=O)([O-])[O-].[Na+].[Na+], predict the reaction product. The product is: [Br:1][C:2]1[CH:9]=[CH:8][C:5]([CH2:6][C:16]2[CH:17]=[C:12]([CH2:11][OH:10])[CH:13]=[CH:14][CH:15]=2)=[CH:4][CH:3]=1. (3) The product is: [ClH:20].[CH3:19][O:18][C:14]1[CH:13]=[C:5]([CH:4]=[C:3]([O:2][CH3:1])[C:15]=1[O:16][CH3:17])[CH:6]=[C:7]1[CH2:11][CH2:10][CH:9]([CH2:21][N:22]([CH3:24])[CH3:23])[C:8]1=[O:12]. Given the reactants [CH3:1][O:2][C:3]1[CH:4]=[C:5]([CH:13]=[C:14]([O:18][CH3:19])[C:15]=1[O:16][CH3:17])[CH:6]=[C:7]1[CH2:11][CH2:10][CH2:9][C:8]1=[O:12].[Cl-:20].[CH3:21][N+:22](=[CH2:24])[CH3:23], predict the reaction product. (4) Given the reactants [CH:1]1[CH:2]=[C:3]([CH2:17][C:18]([O-:20])=[O:19])[C:4]([NH2:16])=[C:5]([C:7]([C:9]2[CH:10]=[CH:11][C:12]([Br:15])=[CH:13][CH:14]=2)=[O:8])[CH:6]=1.[Na+].C1C=C(CC(O)=O)C(N)=C(C(C2C=CC(Br)=CC=2)=O)C=1.C(NCC)C.C1C=C(CC(O)=O)C(N)=C(C(C2C=CC(Br)=CC=2)=O)C=1.NC(CO)(CO)CO.P([O-])([O-])([O-])=O, predict the reaction product. The product is: [CH:1]1[CH:2]=[C:3]([CH2:17][C:18]([OH:20])=[O:19])[C:4]([NH2:16])=[C:5]([C:7]([C:9]2[CH:10]=[CH:11][C:12]([Br:15])=[CH:13][CH:14]=2)=[O:8])[CH:6]=1. (5) Given the reactants [C:1]([C:3]1[CH:4]=[C:5]([OH:9])[CH:6]=[CH:7][CH:8]=1)#[N:2].Br[C:11]([CH3:17])([CH3:16])[C:12]([O:14][CH3:15])=[O:13].C(=O)([O-])[O-].[Cs+].[Cs+].O, predict the reaction product. The product is: [C:1]([C:3]1[CH:4]=[C:5]([CH:6]=[CH:7][CH:8]=1)[O:9][C:11]([CH3:17])([CH3:16])[C:12]([O:14][CH3:15])=[O:13])#[N:2]. (6) Given the reactants CO[C:3]([C:5]1[C:6]([OH:38])=[C:7]2[C:12](=[C:13]([C:15]3[CH:16]=[N:17][C:18]([O:21][CH2:22][CH3:23])=[N:19][CH:20]=3)[N:14]=1)[N:11](CC1CCCCC1)[C:10](=[O:31])[C:9]([C:32]1[CH:37]=[CH:36][CH:35]=[CH:34][CH:33]=1)=[CH:8]2)=[O:4].[NH2:39][CH2:40][CH2:41][C:42]([OH:44])=[O:43].C[O-].[Na+], predict the reaction product. The product is: [CH:32]1([CH2:9][N:14]2[C:13]([C:15]3[CH:20]=[N:19][C:18]([O:21][CH2:22][CH3:23])=[N:17][CH:16]=3)=[C:12]3[C:7](=[CH:8][CH:9]([C:32]4[CH:37]=[CH:36][CH:35]=[CH:34][CH:33]=4)[C:10](=[O:31])[NH:11]3)[C:6]([OH:38])=[C:5]2[C:3]([NH:39][CH2:40][CH2:41][C:42]([OH:44])=[O:43])=[O:4])[CH2:37][CH2:36][CH2:35][CH2:34][CH2:33]1. (7) The product is: [CH3:2][C:3]1[S:7][CH:6]=[C:5]([S:8]([NH2:17])(=[O:11])=[O:9])[CH:4]=1. Given the reactants [Li+].[CH3:2][C:3]1[S:7][CH:6]=[C:5]([S:8]([O-:11])(=O)=[O:9])[CH:4]=1.C([O-])(=O)C.[Na+].[NH2:17]OS(O)(=O)=O, predict the reaction product. (8) Given the reactants [Cl:1][C:2]1[CH:3]=[C:4]([C:9]([CH3:16])([CH2:13][CH:14]=C)[C:10]([OH:12])=O)[CH:5]=[CH:6][C:7]=1[Cl:8].[CH3:17][O:18][C:19]1[CH:24]=[CH:23][C:22]([NH2:25])=[CH:21][C:20]=1[O:26][CH2:27][CH2:28][N:29]1[CH2:34][CH2:33][CH2:32][CH2:31][CH2:30]1, predict the reaction product. The product is: [ClH:1].[Cl:1][C:2]1[CH:3]=[C:4]([C:9]2([CH3:16])[CH2:13][CH2:14][N:25]([C:22]3[CH:23]=[CH:24][C:19]([O:18][CH3:17])=[C:20]([O:26][CH2:27][CH2:28][N:29]4[CH2:30][CH2:31][CH2:32][CH2:33][CH2:34]4)[CH:21]=3)[C:10]2=[O:12])[CH:5]=[CH:6][C:7]=1[Cl:8]. (9) Given the reactants [NH2:1][C@@H:2]1[CH2:7][CH2:6][CH2:5][CH2:4][C@@H:3]1[NH:8][C:9]1[C:18]2[C:13](=[CH:14][CH:15]=[C:16]([CH3:19])[CH:17]=2)[N:12]=[C:11]([C:20]([NH:22][CH2:23][CH2:24][O:25][CH3:26])=[O:21])[N:10]=1.Cl.C(O[C:31](=[NH:33])[CH3:32])C.C(N(CC)CC)C, predict the reaction product. The product is: [C:31]([NH:1][C@@H:2]1[CH2:7][CH2:6][CH2:5][CH2:4][C@@H:3]1[NH:8][C:9]1[C:18]2[C:13](=[CH:14][CH:15]=[C:16]([CH3:19])[CH:17]=2)[N:12]=[C:11]([C:20]([NH:22][CH2:23][CH2:24][O:25][CH3:26])=[O:21])[N:10]=1)(=[NH:33])[CH3:32]. (10) Given the reactants [C:1](=[O:3])=[O:2].C1([CH:15]([OH:33])[C@H:16]2[O:20][C@@H:19]([N:21]3[C:30]4[N:29]=[CH:28][N:27]=C(N)[C:24]=4[N:23]=[CH:22]3)[C@H:18]([OH:31])[C@@H:17]2[OH:32])O[C@H](CO)[C@@H](O)[C@H](O)[C@H]1O.[C@@H]1([N:43]2[C:52]3[N:51]=[CH:50][N:49]=[C:47](N)[C:46]=3[N:45]=[CH:44]2)O[C@H](CO)[C@@H](O)[C@H]1O, predict the reaction product. The product is: [C@@H:19]1([N:21]2[C:30]3[N:29]=[CH:28][N:27]=[C:1]([OH:3])[C:24]=3[N:23]=[CH:22]2)[O:20][C@H:16]([CH2:15][OH:33])[C@@H:17]([OH:32])[C@H:18]1[OH:31].[NH:49]1[C:47](=[O:2])[C:46]2[NH:45][CH:44]=[N:43][C:52]=2[N:51]=[CH:50]1.